From a dataset of Reaction yield outcomes from USPTO patents with 853,638 reactions. Predict the reaction yield, written as a fraction of the theoretical maximum amount of product (1.0 means a 100% yield; for example, 0.34 means a 34% yield). (1) The reactants are [Cl:1][C:2]1[CH:7]=[CH:6][C:5]([NH:8]C(=O)C(C)(C)C)=[CH:4][CH:3]=1.[Li]CCCC.[F:20][C:21]([F:30])([F:29])[C:22](N1C=CN=C1)=[O:23].[Cl-].[NH4+].[OH-].[NH4+]. The catalyst is C1COCC1.CCCCCC.Cl.C(OCC)(=O)C. The product is [NH2:8][C:5]1[CH:4]=[CH:3][C:2]([Cl:1])=[CH:7][C:6]=1[C:22](=[O:23])[C:21]([F:30])([F:29])[F:20]. The yield is 0.150. (2) The reactants are COC1C=CC(C[N:8](CC2C=CC(OC)=CC=2)[C:9]2[N:14]=[C:13]([CH3:15])[N:12]=[C:11]([C:16]3[CH:17]=[C:18]([C:32](=[O:34])[CH3:33])[CH:19]=[N:20][C:21]=3[NH:22][C:23]3[CH:24]=[N:25][C:26]([O:30][CH3:31])=[C:27]([F:29])[CH:28]=3)[N:10]=2)=CC=1.S(O)(C(F)(F)F)(=O)=O. The catalyst is C(O)(C(F)(F)F)=O. The product is [NH2:8][C:9]1[N:14]=[C:13]([CH3:15])[N:12]=[C:11]([C:16]2[CH:17]=[C:18]([C:32](=[O:34])[CH3:33])[CH:19]=[N:20][C:21]=2[NH:22][C:23]2[CH:24]=[N:25][C:26]([O:30][CH3:31])=[C:27]([F:29])[CH:28]=2)[N:10]=1. The yield is 0.690. (3) The reactants are [C:1]([O:5][C:6]([NH:8][C:9]1[CH:13]=[CH:12][S:11][CH:10]=1)=[O:7])([CH3:4])([CH3:3])[CH3:2].[I:14]N1C(=O)CCC1=O. The catalyst is C(Cl)Cl. The product is [C:1]([O:5][C:6]([NH:8][C:9]1[CH:13]=[CH:12][S:11][C:10]=1[I:14])=[O:7])([CH3:4])([CH3:2])[CH3:3]. The yield is 0.880. (4) The reactants are [C:1]([O:5][C:6](=[O:11])[NH:7][CH2:8][CH2:9][NH2:10])([CH3:4])([CH3:3])[CH3:2].[SH:12][CH2:13][C:14]([OH:16])=O.[CH2:17]=O. The catalyst is C1(C)C=CC=CC=1. The product is [C:1]([O:5][C:6](=[O:11])[NH:7][CH2:8][CH2:9][N:10]1[C:14](=[O:16])[CH2:13][S:12][CH2:17]1)([CH3:4])([CH3:2])[CH3:3]. The yield is 0.500.